From a dataset of Full USPTO retrosynthesis dataset with 1.9M reactions from patents (1976-2016). Predict the reactants needed to synthesize the given product. (1) Given the product [CH2:1]([O:3][C:4](=[O:26])[C:5]1[CH:10]=[CH:9][C:8]([NH:11][C:12](=[O:25])[CH2:13][CH2:14][N:15]2[CH:23]=[N:22][C:21]3[C:20](=[O:24])[N:19]([CH2:27][C:28]4[CH:33]=[CH:32][CH:31]=[CH:30][CH:29]=4)[CH:18]=[N:17][C:16]2=3)=[CH:7][CH:6]=1)[CH3:2], predict the reactants needed to synthesize it. The reactants are: [CH2:1]([O:3][C:4](=[O:26])[C:5]1[CH:10]=[CH:9][C:8]([NH:11][C:12](=[O:25])[CH2:13][CH2:14][N:15]2[CH:23]=[N:22][C:21]3[C:20](=[O:24])[NH:19][CH:18]=[N:17][C:16]2=3)=[CH:7][CH:6]=1)[CH3:2].[CH2:27](Br)[C:28]1[CH:33]=[CH:32][CH:31]=[CH:30][CH:29]=1. (2) Given the product [CH2:18]([N:12]1[CH2:13][CH2:2][CH:1]([C:3]2[CH:8]=[CH:7][N:6]=[CH:5][CH:4]=2)[CH2:11]1)[C:19]1[CH:24]=[CH:23][CH:22]=[CH:21][CH:20]=1, predict the reactants needed to synthesize it. The reactants are: [CH:1]([C:3]1[CH:8]=[CH:7][N:6]=[CH:5][CH:4]=1)=[CH2:2].CO[CH2:11][N:12]([CH2:18][C:19]1[CH:24]=[CH:23][CH:22]=[CH:21][CH:20]=1)[CH2:13][Si](C)(C)C.FC(F)(F)C(O)=O. (3) The reactants are: C[O:2][C:3]1[CH:4]=[C:5]2[C:10](=[CH:11][CH:12]=1)[N:9]=[CH:8][C:7]([NH2:13])=[CH:6]2.B(Br)(Br)Br. Given the product [NH2:13][C:7]1[CH:8]=[N:9][C:10]2[C:5]([CH:6]=1)=[CH:4][C:3]([OH:2])=[CH:12][CH:11]=2, predict the reactants needed to synthesize it. (4) Given the product [CH3:39][N:2]([CH3:1])[CH2:3][CH2:4][CH2:5][C:6]1[C:14]2[C:9](=[CH:10][CH:11]=[CH:12][C:13]=2[O:15][C:16]2[CH:17]=[C:18]([N:26]3[CH2:31][CH2:30][NH:29][CH2:28][CH2:27]3)[CH:19]=[CH:20][C:21]=2[C:22]([O:24][CH3:25])=[O:23])[NH:8][CH:7]=1, predict the reactants needed to synthesize it. The reactants are: [CH3:1][N:2]([CH3:39])[CH2:3][CH2:4][CH2:5][C:6]1[C:14]2[C:9](=[CH:10][CH:11]=[CH:12][C:13]=2[O:15][C:16]2[CH:17]=[C:18]([N:26]3[CH2:31][CH2:30][N:29](C(OC(C)(C)C)=O)[CH2:28][CH2:27]3)[CH:19]=[CH:20][C:21]=2[C:22]([O:24][CH3:25])=[O:23])[NH:8][CH:7]=1.FC(F)(F)C(O)=O.